From a dataset of Full USPTO retrosynthesis dataset with 1.9M reactions from patents (1976-2016). Predict the reactants needed to synthesize the given product. (1) Given the product [F:1][C:2]1[C:7]([O:8][CH3:9])=[CH:6][C:5]([O:10][CH3:11])=[C:4]([F:12])[C:3]=1[C:13]1[N:18]=[C:17]2[NH:19][N:20]=[C:21]([C:30]3[CH:29]=[CH:28][C:27]4[N:26]([CH:25]=[CH:24][N:23]=4)[CH:31]=3)[C:16]2=[CH:15][N:14]=1, predict the reactants needed to synthesize it. The reactants are: [F:1][C:2]1[C:7]([O:8][CH3:9])=[CH:6][C:5]([O:10][CH3:11])=[C:4]([F:12])[C:3]=1[C:13]1[N:18]=[C:17]2[NH:19][N:20]=[C:21](I)[C:16]2=[CH:15][N:14]=1.[N:23]1[CH:24]=[CH:25][N:26]2[CH:31]=[C:30](B(O)O)[CH:29]=[CH:28][C:27]=12. (2) Given the product [ClH:1].[Cl:1][C:2]1[CH:3]=[C:4]2[C:19](=[CH:20][CH:21]=1)[C:7]1([CH2:11][CH2:10][NH:9][CH2:8]1)[CH2:6][CH2:5]2, predict the reactants needed to synthesize it. The reactants are: [Cl:1][C:2]1[CH:3]=[C:4]2[C:19](=[CH:20][CH:21]=1)[C:7]1([CH2:11][CH2:10][N:9](C(OC(C)(C)C)=O)[CH2:8]1)[CH2:6][CH2:5]2. (3) Given the product [N:15]1([C:4]2[C:5]3[CH:11]=[C:10]([N+:12]([O-:14])=[O:13])[CH:9]=[N:8][C:6]=3[N:7]=[C:2]([O:29][CH2:28][CH2:27][N:24]3[CH2:25][CH2:26][O:21][CH2:22][CH2:23]3)[N:3]=2)[CH2:20][CH2:19][O:18][CH2:17][CH2:16]1, predict the reactants needed to synthesize it. The reactants are: Cl[C:2]1[N:3]=[C:4]([N:15]2[CH2:20][CH2:19][O:18][CH2:17][CH2:16]2)[C:5]2[CH:11]=[C:10]([N+:12]([O-:14])=[O:13])[CH:9]=[N:8][C:6]=2[N:7]=1.[O:21]1[CH2:26][CH2:25][N:24]([CH2:27][CH2:28][OH:29])[CH2:23][CH2:22]1.[Na]. (4) Given the product [OH:1][C:2]1[C:3]2[O:23][N:22]=[C:21]([C:24]3[CH:25]=[CH:26][CH:27]=[CH:28][CH:29]=3)[C:4]=2[C:5]([C:13]#[C:14][C:15]2[CH:20]=[CH:19][CH:18]=[CH:17][CH:16]=2)=[N:6][C:7]=1[C:8]([NH:30][CH2:31][C:32]([OH:34])=[O:33])=[O:9], predict the reactants needed to synthesize it. The reactants are: [OH:1][C:2]1[C:3]2[O:23][N:22]=[C:21]([C:24]3[CH:29]=[CH:28][CH:27]=[CH:26][CH:25]=3)[C:4]=2[C:5]([C:13]#[C:14][C:15]2[CH:20]=[CH:19][CH:18]=[CH:17][CH:16]=2)=[N:6][C:7]=1[C:8](OCC)=[O:9].[NH2:30][CH2:31][C:32]([OH:34])=[O:33].C[O-].[Na+]. (5) Given the product [C:35]([S:38][C:39]1[C:24]2[C:19](=[CH:20][CH:21]=[C:22]([O:25][CH2:26][C:27]3[CH:32]=[CH:31][C:30]([CH3:33])=[CH:29][N:28]=3)[CH:23]=2)[N:17]([CH2:16][C:13]2[CH:14]=[CH:15][C:10]([C:7]3[CH:6]=[N:5][C:4]([O:3][CH2:1][CH3:2])=[CH:9][CH:8]=3)=[CH:11][CH:12]=2)[C:40]=1[CH2:41][C:42]([CH3:49])([CH3:48])[C:43]([OH:45])=[O:44])([CH3:37])([CH3:34])[CH3:36], predict the reactants needed to synthesize it. The reactants are: [CH2:1]([O:3][C:4]1[CH:9]=[CH:8][C:7]([C:10]2[CH:15]=[CH:14][C:13]([CH2:16][N:17]([C:19]3[CH:24]=[CH:23][C:22]([O:25][CH2:26][C:27]4[CH:32]=[CH:31][C:30]([CH3:33])=[CH:29][N:28]=4)=[CH:21][CH:20]=3)N)=[CH:12][CH:11]=2)=[CH:6][N:5]=1)[CH3:2].[CH3:34][C:35]([S:38][CH2:39][C:40](=O)[CH2:41][C:42]([CH3:49])([CH3:48])[C:43]([O:45]CC)=[O:44])([CH3:37])[CH3:36]. (6) The reactants are: [F:1][C:2]1[CH:7]=[CH:6][C:5]([C:8](=[O:10])[CH3:9])=[C:4]([OH:11])[CH:3]=1.O.[O-2].[O-2].[O-2].O=[Si]=O.O=[Si]=O.O=[Si]=O.O=[Si]=O.[Al+3].[Al+3].[Br:30]Br. Given the product [Br:30][CH2:9][C:8]([C:5]1[CH:6]=[CH:7][C:2]([F:1])=[CH:3][C:4]=1[OH:11])=[O:10], predict the reactants needed to synthesize it. (7) Given the product [CH2:1]([S:3]([N:6]1[CH2:11][CH2:10][CH:9]([C:12]2[C:20]3[C:15](=[C:16]([C:29]([NH2:31])=[O:30])[CH:17]=[C:18]([C:21]4[CH:26]=[CH:25][C:24]([CH2:27][NH:35][CH:33]([CH3:34])[CH3:32])=[CH:23][CH:22]=4)[CH:19]=3)[NH:14][CH:13]=2)[CH2:8][CH2:7]1)(=[O:4])=[O:5])[CH3:2], predict the reactants needed to synthesize it. The reactants are: [CH2:1]([S:3]([N:6]1[CH2:11][CH2:10][CH:9]([C:12]2[C:20]3[C:15](=[C:16]([C:29]([NH2:31])=[O:30])[CH:17]=[C:18]([C:21]4[CH:26]=[CH:25][C:24]([CH:27]=O)=[CH:23][CH:22]=4)[CH:19]=3)[NH:14][CH:13]=2)[CH2:8][CH2:7]1)(=[O:5])=[O:4])[CH3:2].[CH3:32][CH:33]([NH2:35])[CH3:34].C(O[BH-](OC(=O)C)OC(=O)C)(=O)C.[Na+]. (8) Given the product [CH2:1]([N:3]([CH2:6][CH3:7])[CH2:4][CH3:5])[CH3:2].[C:8]1([CH3:17])[CH:13]=[CH:12][C:11]([S:14]([OH:22])(=[O:16])=[O:15])=[CH:10][CH:9]=1, predict the reactants needed to synthesize it. The reactants are: [CH2:1]([N:3]([CH2:6][CH3:7])[CH2:4][CH3:5])[CH3:2].[C:8]1([CH3:17])[CH:13]=[CH:12][C:11]([SH:14](=[O:16])=[O:15])=[CH:10][CH:9]=1.CC(=[O:22])CC.